Task: Predict which catalyst facilitates the given reaction.. Dataset: Catalyst prediction with 721,799 reactions and 888 catalyst types from USPTO (1) Reactant: [CH2:1]([C:3]1[CH:8]=[CH:7][CH:6]=[CH:5][C:4]=1[CH2:9][CH3:10])[CH3:2].[Cl-].[Al+3].[Cl-].[Cl-].[C:15](Cl)(=[O:22])[C:16]1[CH:21]=[CH:20][CH:19]=[CH:18][CH:17]=1.O. Product: [CH2:1]([C:3]1[CH:8]=[C:7]([CH:6]=[CH:5][C:4]=1[CH2:9][CH3:10])[C:15]([C:16]1[CH:21]=[CH:20][CH:19]=[CH:18][CH:17]=1)=[O:22])[CH3:2]. The catalyst class is: 2. (2) Reactant: [CH3:1][Sn:2]([CH3:8])([CH3:7])[Sn:2]([CH3:8])([CH3:7])[CH3:1].Cl[C:10]1[CH:11]=[C:12]([CH:17]=[CH:18][N:19]=1)[C:13]([O:15][CH3:16])=[O:14].CCOC(C)=O.O. Product: [CH3:1][Sn:2]([CH3:8])([CH3:7])[C:10]1[CH:11]=[C:12]([CH:17]=[CH:18][N:19]=1)[C:13]([O:15][CH3:16])=[O:14]. The catalyst class is: 77. (3) Reactant: C(=N[NH:15][C:16]1[CH:21]=[C:20]([C:22]([CH3:25])([CH3:24])[CH3:23])[CH:19]=[C:18]([C:26]([CH3:29])([CH3:28])[CH3:27])[CH:17]=1)(C1C=CC=CC=1)C1C=CC=CC=1.[C:30]([O:35][CH2:36][CH3:37])(=[O:34])[C:31]([CH3:33])=O.O.C1(C)C=CC(S(O)(=O)=O)=CC=1.C(=O)(O)[O-].[Na+]. Product: [CH2:36]([O:35][C:30]([C:31]1[NH:15][C:16]2[C:17]([CH:33]=1)=[C:18]([C:26]([CH3:27])([CH3:28])[CH3:29])[CH:19]=[C:20]([C:22]([CH3:25])([CH3:23])[CH3:24])[CH:21]=2)=[O:34])[CH3:37]. The catalyst class is: 40. (4) Reactant: O[CH2:2][CH:3]([CH3:18])[CH2:4][CH2:5][NH:6][C:7]([CH:9]([NH:14][C:15](=[O:17])O)[CH2:10][CH:11]([CH3:13])[CH3:12])=[O:8].N(C(OC(C)(C)C)=O)[C@H](C(O)=[O:26])CC(C)C.O.O.ON1C2C=CC=CC=2N=N1.NCCC(C)CO.C1C=[C:58]2[C:60]([C:62]([OH:66])([OH:65])C(=O)C2=CC=1)=[O:61]. Product: [OH:26][C:3]([CH3:2])([CH3:18])[CH2:4][CH2:5][NH:6][C:7](=[O:8])[C@@H:9]([NH:14][C:15]([C@H:58]1[O:61][C@@H:60]1[C:62]([OH:66])=[O:65])=[O:17])[CH2:10][CH:11]([CH3:12])[CH3:13]. The catalyst class is: 91. (5) Reactant: CN1CCOCC1.CN(C(ON1N=NC2C=CC=CC1=2)=[N+](C)C)C.[B-](F)(F)(F)F.[CH2:30]([C:32]([S:38][CH2:39][CH2:40][CH2:41][CH2:42]/[CH:43]=[CH:44]\[CH2:45]/[CH:46]=[CH:47]\[CH2:48]/[CH:49]=[CH:50]\[CH2:51]/[CH:52]=[CH:53]\[CH2:54]/[CH:55]=[CH:56]\[CH2:57][CH3:58])([CH2:36][CH3:37])[C:33]([OH:35])=O)[CH3:31].Cl.[CH2:60]([O:62][C:63](=[O:70])[C@H:64]([CH2:66][CH:67]([CH3:69])[CH3:68])[NH2:65])[CH3:61]. Product: [CH2:36]([C:32]([S:38][CH2:39][CH2:40][CH2:41][CH2:42]/[CH:43]=[CH:44]\[CH2:45]/[CH:46]=[CH:47]\[CH2:48]/[CH:49]=[CH:50]\[CH2:51]/[CH:52]=[CH:53]\[CH2:54]/[CH:55]=[CH:56]\[CH2:57][CH3:58])([CH2:30][CH3:31])[C:33]([NH:65][C@@H:64]([CH2:66][CH:67]([CH3:68])[CH3:69])[C:63]([O:62][CH2:60][CH3:61])=[O:70])=[O:35])[CH3:37]. The catalyst class is: 2.